This data is from Reaction yield outcomes from USPTO patents with 853,638 reactions. The task is: Predict the reaction yield, written as a fraction of the theoretical maximum amount of product (1.0 means a 100% yield; for example, 0.34 means a 34% yield). (1) The reactants are [CH3:1][O:2][C:3]1[CH:4]=[C:5]2[C:10](=[CH:11][C:12]=1[O:13][CH3:14])[N:9]=[CH:8][CH:7]=[C:6]2[O:15][C:16]1[C:22]([CH3:23])=[CH:21][C:19]([NH2:20])=[C:18]([CH3:24])[CH:17]=1.Cl[C:26](Cl)([O:28]C(=O)OC(Cl)(Cl)Cl)Cl.[Cl:37][C:38]1[CH:44]=[CH:43][C:41]([NH2:42])=[C:40]([CH3:45])[CH:39]=1.C(=O)([O-])O.[Na+]. The catalyst is C(Cl)(Cl)Cl.C(N(CC)CC)C.ClCCl. The product is [Cl:37][C:38]1[CH:44]=[CH:43][C:41]([NH:42][C:26]([NH:20][C:19]2[CH:21]=[C:22]([CH3:23])[C:16]([O:15][C:6]3[C:5]4[C:10](=[CH:11][C:12]([O:13][CH3:14])=[C:3]([O:2][CH3:1])[CH:4]=4)[N:9]=[CH:8][CH:7]=3)=[CH:17][C:18]=2[CH3:24])=[O:28])=[C:40]([CH3:45])[CH:39]=1. The yield is 0.780. (2) The reactants are [Cl:1][C:2]1[CH:7]=[CH:6][C:5]([N:8]2[C:12](=[O:13])[CH:11]=[CH:10][C:9]2=[O:14])=[CH:4][CH:3]=1.[CH2:15]([O:17][C:18](=[O:22])[CH:19]=[N+]=[N-])[CH3:16]. The catalyst is C1(C)C(C)=CC=CC=1. The product is [CH2:15]([O:17][C:18]([CH:19]1[CH:10]2[CH:11]1[C:12](=[O:13])[N:8]([C:5]1[CH:4]=[CH:3][C:2]([Cl:1])=[CH:7][CH:6]=1)[C:9]2=[O:14])=[O:22])[CH3:16]. The yield is 0.350.